From a dataset of Catalyst prediction with 721,799 reactions and 888 catalyst types from USPTO. Predict which catalyst facilitates the given reaction. (1) Reactant: CC([C:5](=P(C1C=CC=CC=1)(C1C=CC=CC=1)C1C=CC=CC=1)[C:6]([O-:8])=[O:7])(C)C.[CH:28]([C:30]1[C:38]2[C:33](=[C:34]([C:39]#[N:40])[CH:35]=[CH:36][CH:37]=2)[NH:32][CH:31]=1)=O. Product: [C:39]([C:34]1[CH:35]=[CH:36][CH:37]=[C:38]2[C:33]=1[NH:32][CH:31]=[C:30]2/[CH:28]=[CH:5]/[C:6]([O:8][C:30]([CH3:38])([CH3:31])[CH3:28])=[O:7])#[N:40]. The catalyst class is: 10. (2) Reactant: [CH3:13][C:12]([O:11][C:9](O[C:9]([O:11][C:12]([CH3:15])([CH3:14])[CH3:13])=[O:10])=[O:10])([CH3:15])[CH3:14].[NH2:16][C@@H:17]([CH2:21][CH2:22][C@H:23]([S:39][S:40][CH3:41])[CH2:24][NH:25][C:26]([O:28][CH2:29][C:30]1[CH:35]=[CH:34][CH:33]=[CH:32][C:31]=1[N:36]=[N+:37]=[N-:38])=[O:27])[C:18]([OH:20])=[O:19].C(=O)(O)[O-].[Na+].S(=O)(=O)(O)[O-].[K+]. Product: [N:36]([C:31]1[CH:32]=[CH:33][CH:34]=[CH:35][C:30]=1[CH2:29][O:28][C:26]([NH:25][CH2:24][C@@H:23]([S:39][S:40][CH3:41])[CH2:22][CH2:21][C@H:17]([NH:16][C:9]([O:11][C:12]([CH3:13])([CH3:14])[CH3:15])=[O:10])[C:18]([OH:20])=[O:19])=[O:27])=[N+:37]=[N-:38]. The catalyst class is: 872. (3) Reactant: [Cl:1][C:2]1[CH:7]=[CH:6][CH:5]=[CH:4][C:3]=1[CH:8]1[NH:13][C:12]2[CH:14]=[CH:15][C:16](C(O)(C(F)(F)F)C(F)(F)F)=[CH:17][C:11]=2[S:10][CH2:9]1.NC1C=CC=CC=1S.BrC1C=CC=CC=1C(=O)CCl.[BH3-]C#N.[Na+]. Product: [Cl:1][C:2]1[CH:7]=[CH:6][CH:5]=[CH:4][C:3]=1[CH:8]1[NH:13][C:12]2[CH:14]=[CH:15][CH:16]=[CH:17][C:11]=2[S:10][CH2:9]1. The catalyst class is: 3. (4) Reactant: Cl[Si](C)(C)C.[Cl:6][CH2:7][CH2:8][CH2:9][C:10]([C:12]1[C:20]2[C:15](=[CH:16][CH:17]=[C:18]([C:21]#[N:22])[CH:19]=2)[NH:14][CH:13]=1)=O.C(#N)C.C([BH3-])#N.[Na+]. Product: [Cl:6][CH2:7][CH2:8][CH2:9][CH2:10][C:12]1[C:20]2[C:15](=[CH:16][CH:17]=[C:18]([C:21]#[N:22])[CH:19]=2)[NH:14][CH:13]=1. The catalyst class is: 6. (5) Reactant: [CH2:1]([Zn]CC)C.[CH3:6][O:7][C:8]1[CH:13]=[CH:12][C:11]([CH:14]=[CH2:15])=[CH:10][CH:9]=1.IC. Product: [CH:14]1([C:11]2[CH:12]=[CH:13][C:8]([O:7][CH3:6])=[CH:9][CH:10]=2)[CH2:1][CH2:15]1. The catalyst class is: 93. (6) Reactant: C1(N2CCN(CC3CCC4C(=CC=CC=4)N3)CC2)C2C(=CC=CC=2)C=CN=1.[F:28][C:29]1[CH:38]=[CH:37][CH:36]=[C:35]2[C:30]=1[CH:31]=[CH:32][C:33]([C:39]([OH:41])=[O:40])=[N:34]2.Cl. Product: [F:28][C:29]1[CH:38]=[CH:37][CH:36]=[C:35]2[C:30]=1[CH2:31][CH2:32][CH:33]([C:39]([OH:41])=[O:40])[NH:34]2. The catalyst class is: 23.